This data is from Reaction yield outcomes from USPTO patents with 853,638 reactions. The task is: Predict the reaction yield, written as a fraction of the theoretical maximum amount of product (1.0 means a 100% yield; for example, 0.34 means a 34% yield). (1) The reactants are [O:1]1[C@H:5]2[O:6][CH2:7][CH2:8][C@H:4]2[C@@H:3]([O:9][C:10]([NH:12][C@H:13]([C@H:28]([OH:47])[CH2:29][N:30]([S:35]([C:38]2[CH:46]=[CH:45][C:41]3[O:42][CH2:43][O:44][C:40]=3[CH:39]=2)(=[O:37])=[O:36])[CH2:31][CH:32]([CH3:34])[CH3:33])[CH2:14][C:15]2[CH:27]=[CH:26][C:18]([O:19][CH2:20][CH2:21][CH2:22][C:23](O)=[O:24])=[CH:17][CH:16]=2)=[O:11])[CH2:2]1.C([N:51](CC)C(C)C)(C)C.F[P-](F)(F)(F)(F)F.N1(OC(N(C)C)=[N+](C)C)C2N=CC=CC=2N=N1.N. The catalyst is CN(C=O)C.CO. The product is [NH2:51][C:23](=[O:24])[CH2:22][CH2:21][CH2:20][O:19][C:18]1[CH:26]=[CH:27][C:15]([CH2:14][C@H:13]([NH:12][C:10](=[O:11])[O:9][C@@H:3]2[C@H:4]3[C@H:5]([O:6][CH2:7][CH2:8]3)[O:1][CH2:2]2)[C@H:28]([OH:47])[CH2:29][N:30]([S:35]([C:38]2[CH:46]=[CH:45][C:41]3[O:42][CH2:43][O:44][C:40]=3[CH:39]=2)(=[O:37])=[O:36])[CH2:31][CH:32]([CH3:33])[CH3:34])=[CH:16][CH:17]=1. The yield is 0.440. (2) The reactants are [OH-].[Na+].CO.C[O:6][C:7](=[O:26])[C:8]1[CH:13]=[CH:12][C:11]([C:14]#[C:15]/[CH:16]=[CH:17]/[C:18]2[CH:23]=[CH:22][C:21]([CH:24]=[O:25])=[CH:20][CH:19]=2)=[CH:10][CH:9]=1.Cl. The catalyst is O.O1CCOCC1. The product is [CH:24]([C:21]1[CH:20]=[CH:19][C:18](/[CH:17]=[CH:16]/[C:15]#[C:14][C:11]2[CH:10]=[CH:9][C:8]([C:7]([OH:26])=[O:6])=[CH:13][CH:12]=2)=[CH:23][CH:22]=1)=[O:25]. The yield is 0.980. (3) The reactants are [Cl:1][C:2]1[C:3](O)=[N:4][C:5]([C:11]2[CH:16]=[CH:15][CH:14]=[CH:13][N:12]=2)=[N:6][C:7]=1[C:8]([OH:10])=[O:9].P(Cl)(Cl)([Cl:20])=O.N. The catalyst is C(#N)C. The product is [Cl:20][C:3]1[C:2]([Cl:1])=[C:7]([C:8]([OH:10])=[O:9])[N:6]=[C:5]([C:11]2[CH:16]=[CH:15][CH:14]=[CH:13][N:12]=2)[N:4]=1. The yield is 0.470. (4) The reactants are [CH3:1][S:2](Cl)(=[O:4])=[O:3].[C:6]([O:10][C:11]([N:13]1[CH2:18][CH2:17][C:16]([CH:21]2[CH2:26][CH2:25][CH2:24][CH2:23][CH2:22]2)([CH2:19][OH:20])[CH2:15][CH2:14]1)=[O:12])([CH3:9])([CH3:8])[CH3:7].C(N(CC)CC)C. The catalyst is ClCCl. The product is [C:6]([O:10][C:11]([N:13]1[CH2:14][CH2:15][C:16]([CH:21]2[CH2:22][CH2:23][CH2:24][CH2:25][CH2:26]2)([CH2:19][O:20][S:2]([CH3:1])(=[O:4])=[O:3])[CH2:17][CH2:18]1)=[O:12])([CH3:9])([CH3:7])[CH3:8]. The yield is 1.00.